From a dataset of Catalyst prediction with 721,799 reactions and 888 catalyst types from USPTO. Predict which catalyst facilitates the given reaction. (1) Reactant: C([O:3][C:4]([C:6]1[S:10][C:9]2[CH:11]=[C:12]([CH:15]([C:17](=[O:19])[NH2:18])[F:16])[CH:13]=[CH:14][C:8]=2[CH:7]=1)=[O:5])C.[Li+].[OH-].Cl. Product: [C:17]([CH:15]([F:16])[C:12]1[CH:13]=[CH:14][C:8]2[CH:7]=[C:6]([C:4]([OH:5])=[O:3])[S:10][C:9]=2[CH:11]=1)(=[O:19])[NH2:18]. The catalyst class is: 92. (2) Reactant: [CH3:1][S:2](Cl)(=[O:4])=[O:3].[Br:6][C:7]1[CH:12]=[C:11]([NH2:13])[C:10]([I:14])=[CH:9][N:8]=1.C(N(CC)CC)C. Product: [Br:6][C:7]1[CH:12]=[C:11]([NH:13][S:2]([CH3:1])(=[O:4])=[O:3])[C:10]([I:14])=[CH:9][N:8]=1. The catalyst class is: 4. (3) Reactant: [F:1][C:2]1[CH:19]=[C:18]([F:20])[CH:17]=[C:16]2[C:3]=1[O:4][CH:5]([C:22]1[CH:27]=[CH:26][C:25]([O:28][CH2:29][CH2:30][N:31]3[CH2:36][CH2:35][CH2:34][CH2:33][CH2:32]3)=[CH:24][CH:23]=1)[C:6]1[C:15]2=[CH:14][CH:13]=[C:12]2[C:7]=1[CH:8]=[CH:9][C:10]([OH:21])=[CH:11]2.[ClH:37].CCOCC. Product: [ClH:37].[F:1][C:2]1[CH:19]=[C:18]([F:20])[CH:17]=[C:16]2[C:3]=1[O:4][CH:5]([C:22]1[CH:23]=[CH:24][C:25]([O:28][CH2:29][CH2:30][N:31]3[CH2:32][CH2:33][CH2:34][CH2:35][CH2:36]3)=[CH:26][CH:27]=1)[C:6]1[C:15]2=[CH:14][CH:13]=[C:12]2[C:7]=1[CH:8]=[CH:9][C:10]([OH:21])=[CH:11]2. The catalyst class is: 2. (4) Reactant: [CH2:1]([O:3][C@H:4]1[CH2:9][CH2:8][C@H:7]([N:10]2[CH2:15][CH2:14][CH:13]([NH:16][C:17]3[CH:22]=[C:21]([O:23][CH3:24])[CH:20]=[CH:19][C:18]=3[N+:25]([O-])=O)[CH2:12][CH2:11]2)[CH2:6][CH2:5]1)[CH3:2].O.NN. The catalyst class is: 171. Product: [CH2:1]([O:3][C@H:4]1[CH2:9][CH2:8][C@H:7]([N:10]2[CH2:15][CH2:14][CH:13]([NH:16][C:17]3[C:18]([NH2:25])=[CH:19][CH:20]=[C:21]([O:23][CH3:24])[CH:22]=3)[CH2:12][CH2:11]2)[CH2:6][CH2:5]1)[CH3:2]. (5) Reactant: [CH2:1]([N:8]1[CH2:13][CH2:12][CH:11]([C:14]([OH:16])=[O:15])[CH:10]([C:17]2[CH:22]=[CH:21][C:20]([Cl:23])=[CH:19][CH:18]=2)[CH2:9]1)[C:2]1[CH:7]=[CH:6][CH:5]=[CH:4][CH:3]=1.Cl.[CH3:25]O. Product: [CH3:25][O:15][C:14]([CH:11]1[CH2:12][CH2:13][N:8]([CH2:1][C:2]2[CH:3]=[CH:4][CH:5]=[CH:6][CH:7]=2)[CH2:9][CH:10]1[C:17]1[CH:18]=[CH:19][C:20]([Cl:23])=[CH:21][CH:22]=1)=[O:16]. The catalyst class is: 5. (6) Reactant: [Br:1][C:2]1[CH:3]=[C:4]2[C:9](=[CH:10][CH:11]=1)[NH:8][C:7](=[S:12])[N:6]([C:13]1[CH:18]=[CH:17][CH:16]=[CH:15][CH:14]=1)[C:5]2=[O:19].[C:20]([O-])([O-])=O.[K+].[K+].CI. Product: [Br:1][C:2]1[CH:3]=[C:4]2[C:9](=[CH:10][CH:11]=1)[N:8]=[C:7]([S:12][CH3:20])[N:6]([C:13]1[CH:18]=[CH:17][CH:16]=[CH:15][CH:14]=1)[C:5]2=[O:19]. The catalyst class is: 3. (7) Reactant: [Br:1][C:2]1[C:11]([N+:12]([O-])=O)=[CH:10][CH:9]=[CH:8][C:3]=1[C:4]([O:6][CH3:7])=[O:5].[OH-].[Na+]. Product: [Br:1][C:2]1[C:11]([NH2:12])=[CH:10][CH:9]=[CH:8][C:3]=1[C:4]([O:6][CH3:7])=[O:5]. The catalyst class is: 502. (8) Reactant: C([O:3][C:4](=[O:47])[CH2:5][CH2:6][CH2:7][O:8][C:9]1[CH:14]=[CH:13][CH:12]=[C:11]([CH2:15][CH2:16][CH2:17][CH2:18][CH2:19][CH2:20][O:21][C:22]2[CH:27]=[C:26]([C:28]3[CH:33]=[CH:32][N:31]=[CH:30][CH:29]=3)[CH:25]=[C:24]([C:34]3[CH:39]=[CH:38][N:37]=[CH:36][CH:35]=3)[CH:23]=2)[C:10]=1[CH2:40][CH2:41][C:42]([O:44]CC)=[O:43])C.[OH-].[Na+]. Product: [C:42]([CH2:41][CH2:40][C:10]1[C:11]([CH2:15][CH2:16][CH2:17][CH2:18][CH2:19][CH2:20][O:21][C:22]2[CH:27]=[C:26]([C:28]3[CH:29]=[CH:30][N:31]=[CH:32][CH:33]=3)[CH:25]=[C:24]([C:34]3[CH:35]=[CH:36][N:37]=[CH:38][CH:39]=3)[CH:23]=2)=[CH:12][CH:13]=[CH:14][C:9]=1[O:8][CH2:7][CH2:6][CH2:5][C:4]([OH:47])=[O:3])([OH:44])=[O:43]. The catalyst class is: 8. (9) Reactant: [OH:1][C:2]1[C:3]([N:8]2[C:17](=[O:18])[C:16]3[C:11](=[CH:12][C:13]([C:19]([OH:21])=O)=[CH:14][CH:15]=3)[NH:10][C:9]2=[S:22])=[N:4][CH:5]=[CH:6][CH:7]=1.[Cl:23][C:24]1[CH:25]=[C:26]([CH:29]=[CH:30][CH:31]=1)[CH2:27][NH2:28].CCN(C(C)C)C(C)C.CN(C(ON1N=NC2C=CC=NC1=2)=[N+](C)C)C.F[P-](F)(F)(F)(F)F. Product: [Cl:23][C:24]1[CH:25]=[C:26]([CH:29]=[CH:30][CH:31]=1)[CH2:27][NH:28][C:19]([C:13]1[CH:12]=[C:11]2[C:16]([C:17](=[O:18])[N:8]([C:3]3[C:2]([OH:1])=[CH:7][CH:6]=[CH:5][N:4]=3)[C:9](=[S:22])[NH:10]2)=[CH:15][CH:14]=1)=[O:21]. The catalyst class is: 3. (10) Reactant: [C:1]([C:5]1[NH:6][C:7](=[O:21])[C:8]2([N:20]=1)[CH2:16][C:15]1[C:10](=[CH:11][CH:12]=[C:13]([N+:17]([O-])=O)[CH:14]=1)[CH2:9]2)([CH3:4])([CH3:3])[CH3:2]. Product: [NH2:17][C:13]1[CH:14]=[C:15]2[C:10](=[CH:11][CH:12]=1)[CH2:9][C:8]1([C:7](=[O:21])[NH:6][C:5]([C:1]([CH3:4])([CH3:3])[CH3:2])=[N:20]1)[CH2:16]2. The catalyst class is: 19.